From a dataset of Peptide-MHC class II binding affinity with 134,281 pairs from IEDB. Regression. Given a peptide amino acid sequence and an MHC pseudo amino acid sequence, predict their binding affinity value. This is MHC class II binding data. (1) The peptide sequence is VCGMFTNRSGSQQ. The MHC is DRB1_1101 with pseudo-sequence DRB1_1101. The binding affinity (normalized) is 0.454. (2) The peptide sequence is QLVPKLDEVYNAAYN. The binding affinity (normalized) is 0.0354. The MHC is DRB1_1101 with pseudo-sequence DRB1_1101. (3) The peptide sequence is KDKWIELKESWGAIWRIDTP. The MHC is DRB5_0101 with pseudo-sequence DRB5_0101. The binding affinity (normalized) is 0.227.